From a dataset of Peptide-MHC class I binding affinity with 185,985 pairs from IEDB/IMGT. Regression. Given a peptide amino acid sequence and an MHC pseudo amino acid sequence, predict their binding affinity value. This is MHC class I binding data. (1) The peptide sequence is FPSNMMVVT. The MHC is HLA-A03:01 with pseudo-sequence HLA-A03:01. The binding affinity (normalized) is 0.0847. (2) The peptide sequence is YAKKFKTGM. The MHC is HLA-A02:16 with pseudo-sequence HLA-A02:16. The binding affinity (normalized) is 0.0847.